Regression. Given a peptide amino acid sequence and an MHC pseudo amino acid sequence, predict their binding affinity value. This is MHC class I binding data. From a dataset of Peptide-MHC class I binding affinity with 185,985 pairs from IEDB/IMGT. The peptide sequence is NLLEDWGPCA. The MHC is Patr-A0701 with pseudo-sequence Patr-A0701. The binding affinity (normalized) is 0.553.